Dataset: Full USPTO retrosynthesis dataset with 1.9M reactions from patents (1976-2016). Task: Predict the reactants needed to synthesize the given product. Given the product [C:24]([N:23]=[C:22]([N:26]1[CH2:31][CH2:30][N:29]([C:32]2[CH:37]=[N:36][C:35]([C:38](=[O:40])[N:48]([CH3:49])[CH3:45])=[CH:34][N:33]=2)[CH2:28][CH:27]1[CH:41]([CH3:42])[CH3:43])[NH:21][C:17]1[CH:16]=[CH:15][CH:14]=[C:13]2[C:18]=1[CH2:19][CH2:20][N:11]([C:9]([O:8][CH2:1][C:2]1[CH:3]=[CH:4][CH:5]=[CH:6][CH:7]=1)=[O:10])[CH2:12]2)#[N:25], predict the reactants needed to synthesize it. The reactants are: [CH2:1]([O:8][C:9]([N:11]1[CH2:20][CH2:19][C:18]2[C:13](=[CH:14][CH:15]=[CH:16][C:17]=2[NH:21][C:22]([N:26]2[CH2:31][CH2:30][N:29]([C:32]3[N:33]=[CH:34][C:35]([C:38]([O-:40])=O)=[N:36][CH:37]=3)[CH2:28][CH:27]2[CH:41]([CH3:43])[CH3:42])=[N:23][C:24]#[N:25])[CH2:12]1)=[O:10])[C:2]1[CH:7]=[CH:6][CH:5]=[CH:4][CH:3]=1.[Li+].[CH:45]([N:48](CC)[CH:49](C)C)(C)C.CNC.